This data is from Full USPTO retrosynthesis dataset with 1.9M reactions from patents (1976-2016). The task is: Predict the reactants needed to synthesize the given product. (1) Given the product [OH:20][NH:19][C:10]([C:8]1[S:7][C:6]2[CH:14]=[CH:15][C:3]([C:2]([F:17])([F:16])[F:1])=[CH:4][C:5]=2[CH:9]=1)=[O:11], predict the reactants needed to synthesize it. The reactants are: [F:1][C:2]([F:17])([F:16])[C:3]1[CH:15]=[CH:14][C:6]2[S:7][C:8]([C:10](OC)=[O:11])=[CH:9][C:5]=2[CH:4]=1.Cl.[NH2:19][OH:20].C(N(CC)CC)C. (2) Given the product [Cl:1][C:2]1[CH:7]=[C:6]([C:8]#[C:9][C:10]2[N:11]=[C:12]([CH3:15])[N:13]([C:21]3[CH:22]=[CH:23][C:18]([O:17][CH3:16])=[CH:19][CH:20]=3)[CH:14]=2)[CH:5]=[CH:4][N:3]=1, predict the reactants needed to synthesize it. The reactants are: [Cl:1][C:2]1[CH:7]=[C:6]([C:8]#[C:9][C:10]2[N:11]=[C:12]([CH3:15])[NH:13][CH:14]=2)[CH:5]=[CH:4][N:3]=1.[CH3:16][O:17][C:18]1[CH:23]=[CH:22][C:21](B(O)O)=[CH:20][CH:19]=1. (3) The reactants are: [NH2:1][CH:2]([CH:7]1[CH2:9][CH2:8]1)[C:3]([O:5][CH3:6])=[O:4].C(N(C(C)C)CC)(C)C.CN(C(ON1N=NC2C=CC=NC1=2)=[N+](C)C)C.F[P-](F)(F)(F)(F)F.[CH3:43][C:44]1([S:53]([C:56]2[CH:61]=[CH:60][CH:59]=[C:58]([C:62]([F:65])([F:64])[F:63])[CH:57]=2)(=[O:55])=[O:54])[CH2:49][CH2:48][O:47][CH:46]([C:50](O)=[O:51])[CH2:45]1. Given the product [CH:7]1([CH:2]([NH:1][C:50]([CH:46]2[CH2:45][C:44]([CH3:43])([S:53]([C:56]3[CH:61]=[CH:60][CH:59]=[C:58]([C:62]([F:64])([F:63])[F:65])[CH:57]=3)(=[O:55])=[O:54])[CH2:49][CH2:48][O:47]2)=[O:51])[C:3]([O:5][CH3:6])=[O:4])[CH2:9][CH2:8]1, predict the reactants needed to synthesize it. (4) Given the product [F:1][C:2]1[CH:7]=[CH:6][C:5]([F:8])=[CH:4][C:3]=1[C@H:9]1[CH2:13][CH2:12][CH2:11][N:10]1[C:14]1[CH:19]=[CH:18][N:17]2[N:20]=[CH:21][C:22]([C:23]([NH:25][C@H:26]3[CH2:30][CH2:29][N:28]([S:31](=[O:33])(=[O:32])[NH2:34])[CH2:27]3)=[O:24])=[C:16]2[CH:15]=1, predict the reactants needed to synthesize it. The reactants are: [F:1][C:2]1[CH:7]=[CH:6][C:5]([F:8])=[CH:4][C:3]=1[C@H:9]1[CH2:13][CH2:12][CH2:11][N:10]1[C:14]1[CH:19]=[CH:18][N:17]2[N:20]=[CH:21][C:22]([C:23]([NH:25][C@H:26]3[CH2:30][CH2:29][NH:28][CH2:27]3)=[O:24])=[C:16]2[CH:15]=1.[S:31](N)([NH2:34])(=[O:33])=[O:32]. (5) Given the product [Br:1][CH2:16][C:15]([C:12]1[CH:13]=[CH:14][C:9]([O:8][C:7]2[CH:6]=[CH:5][C:4]([Cl:3])=[CH:21][CH:20]=2)=[CH:10][C:11]=1[O:18][CH3:19])=[O:17], predict the reactants needed to synthesize it. The reactants are: [Br:1]Br.[Cl:3][C:4]1[CH:21]=[CH:20][C:7]([O:8][C:9]2[CH:14]=[CH:13][C:12]([C:15](=[O:17])[CH3:16])=[C:11]([O:18][CH3:19])[CH:10]=2)=[CH:6][CH:5]=1.C(=O)(O)[O-].[Na+]. (6) Given the product [Br:1][C:2]1[CH:3]=[CH:4][C:5]2[C:6]([C:22](=[O:27])[C:23]([F:25])([F:24])[F:26])=[C:7]3[CH2:15][CH2:14][NH:13][CH2:12][CH2:11][N:8]3[C:9]=2[CH:10]=1, predict the reactants needed to synthesize it. The reactants are: [Br:1][C:2]1[CH:3]=[CH:4][C:5]2[C:6]([C:22](=[O:27])[C:23]([F:26])([F:25])[F:24])=[C:7]3[CH2:15][CH2:14][N:13](C(=O)C(F)(F)F)[CH2:12][CH2:11][N:8]3[C:9]=2[CH:10]=1.[OH-].[Na+]. (7) Given the product [CH3:14][O:13][C:7]1[C:6]([CH2:5][C:1]#[N:2])=[C:11]([CH3:12])[CH:10]=[CH:9][N:8]=1, predict the reactants needed to synthesize it. The reactants are: [C-:1]#[N:2].[K+].Br[CH2:5][C:6]1[C:7]([O:13][CH3:14])=[N:8][CH:9]=[CH:10][C:11]=1[CH3:12].